This data is from Catalyst prediction with 721,799 reactions and 888 catalyst types from USPTO. The task is: Predict which catalyst facilitates the given reaction. Reactant: [O:1]=[C:2]1[CH2:7][O:6][CH2:5][CH2:4][N:3]1[CH:8]1[CH2:13][CH2:12][CH:11]([C:14]([O:16]CC)=[O:15])[CH2:10][CH2:9]1.CC(C)([O-])C.[K+].O.Cl. Product: [O:1]=[C:2]1[CH2:7][O:6][CH2:5][CH2:4][N:3]1[C@H:8]1[CH2:9][CH2:10][C@H:11]([C:14]([OH:16])=[O:15])[CH2:12][CH2:13]1. The catalyst class is: 7.